This data is from NCI-60 drug combinations with 297,098 pairs across 59 cell lines. The task is: Regression. Given two drug SMILES strings and cell line genomic features, predict the synergy score measuring deviation from expected non-interaction effect. (1) Drug 1: C1CC(C1)(C(=O)O)C(=O)O.[NH2-].[NH2-].[Pt+2]. Drug 2: N.N.Cl[Pt+2]Cl. Cell line: ACHN. Synergy scores: CSS=71.0, Synergy_ZIP=-2.65, Synergy_Bliss=0.725, Synergy_Loewe=-13.8, Synergy_HSA=2.32. (2) Drug 1: C(=O)(N)NO. Drug 2: CCCCC(=O)OCC(=O)C1(CC(C2=C(C1)C(=C3C(=C2O)C(=O)C4=C(C3=O)C=CC=C4OC)O)OC5CC(C(C(O5)C)O)NC(=O)C(F)(F)F)O. Cell line: NCI/ADR-RES. Synergy scores: CSS=7.82, Synergy_ZIP=-0.976, Synergy_Bliss=5.63, Synergy_Loewe=-5.21, Synergy_HSA=1.31. (3) Drug 1: CC1=C2C(C(=O)C3(C(CC4C(C3C(C(C2(C)C)(CC1OC(=O)C(C(C5=CC=CC=C5)NC(=O)OC(C)(C)C)O)O)OC(=O)C6=CC=CC=C6)(CO4)OC(=O)C)OC)C)OC. Drug 2: C(CC(=O)O)C(=O)CN.Cl. Cell line: HCC-2998. Synergy scores: CSS=28.2, Synergy_ZIP=-9.61, Synergy_Bliss=-16.4, Synergy_Loewe=-12.6, Synergy_HSA=-11.6.